From a dataset of Forward reaction prediction with 1.9M reactions from USPTO patents (1976-2016). Predict the product of the given reaction. (1) Given the reactants [C:1](N1C=CN=C1)([N:3]1[CH:7]=[CH:6][N:5]=[CH:4]1)=[O:2].[CH2:13]([N:16]([CH2:36][CH:37]=[CH2:38])[C:17]1[N:22]=[C:21]([N:23]([CH2:27][CH:28]=[CH2:29])[CH2:24][CH:25]=[CH2:26])[N:20]=[C:19]([N:30]2[CH2:35][CH2:34][NH:33][CH2:32][CH2:31]2)[N:18]=1)[CH:14]=[CH2:15].C1CCN2C(=NCCC2)CC1.C(OCC)(=O)C, predict the reaction product. The product is: [N:3]1([C:1]([N:33]2[CH2:32][CH2:31][N:30]([C:19]3[N:18]=[C:17]([N:16]([CH2:13][CH:14]=[CH2:15])[CH2:36][CH:37]=[CH2:38])[N:22]=[C:21]([N:23]([CH2:24][CH:25]=[CH2:26])[CH2:27][CH:28]=[CH2:29])[N:20]=3)[CH2:35][CH2:34]2)=[O:2])[CH:7]=[CH:6][N:5]=[CH:4]1. (2) The product is: [CH2:33]([O:1][C:2]1[CH:3]=[C:4]([CH2:8][NH:9][C:10]([C:12]2[CH:13]=[C:14]3[C:19](=[CH:20][CH:21]=2)[N:18]=[CH:17][CH:16]=[CH:15]3)=[O:11])[CH:5]=[CH:6][CH:7]=1)[CH2:32][C:31]#[CH:36]. Given the reactants [OH:1][C:2]1[CH:3]=[C:4]([CH2:8][NH:9][C:10]([C:12]2[CH:13]=[C:14]3[C:19](=[CH:20][CH:21]=2)[N:18]=[CH:17][CH:16]=[CH:15]3)=[O:11])[CH:5]=[CH:6][CH:7]=1.C(=O)([O-])[O-].[K+].[K+].C(#N)C.[C:31]1(C)[CH:36]=CC(S(O)(=O)=O)=[CH:33][CH:32]=1.CCC#C, predict the reaction product. (3) The product is: [Cl:1][C:2]1[CH:7]=[CH:6][CH:5]=[CH:4][C:3]=1[CH:8]([O:10][C:11]([NH:12][C:13]1[C:14]([CH3:33])=[N:15][O:16][C:17]=1[C:18]1[CH:23]=[CH:22][C:21]([C:36]2[CH:44]=[CH:43][C:39]([C:40]([OH:42])=[O:41])=[CH:38][CH:37]=2)=[CH:20][CH:19]=1)=[O:34])[CH3:9]. Given the reactants [Cl:1][C:2]1[CH:7]=[CH:6][CH:5]=[CH:4][C:3]=1[CH:8]([O:10][C:11](=[O:34])[NH:12][C:13]1[C:14]([CH3:33])=[N:15][O:16][C:17]=1[C:18]1[CH:23]=[CH:22][C:21](B2OC(C)(C)C(C)(C)O2)=[CH:20][CH:19]=1)[CH3:9].Br[C:36]1[CH:44]=[CH:43][C:39]([C:40]([OH:42])=[O:41])=[CH:38][CH:37]=1.C(=O)([O-])[O-].[K+].[K+], predict the reaction product. (4) Given the reactants [F:1][C:2]1[CH:7]=[CH:6][C:5]([N:8]2[C@H:11]([C:12]3[CH:17]=[CH:16][C:15]([O:18]CC4C=CC=CC=4)=[CH:14][CH:13]=3)[C@@H:10]([CH2:26][CH2:27][C@@H:28]([C:30]3[CH:35]=[CH:34][C:33]([F:36])=[CH:32][CH:31]=3)[OH:29])[C:9]2=[O:37])=[CH:4][CH:3]=1.CO, predict the reaction product. The product is: [F:1][C:2]1[CH:3]=[CH:4][C:5]([N:8]2[C@H:11]([C:12]3[CH:13]=[CH:14][C:15]([OH:18])=[CH:16][CH:17]=3)[C@@H:10]([CH2:26][CH2:27][C@@H:28]([C:30]3[CH:31]=[CH:32][C:33]([F:36])=[CH:34][CH:35]=3)[OH:29])[C:9]2=[O:37])=[CH:6][CH:7]=1. (5) Given the reactants [F:1][C:2]1[CH:7]=[CH:6][C:5]([N:8]2[C:12]([C:13]3[CH:23]=[CH:22][C:16]4[O:17][CH2:18][C:19](=[O:21])[NH:20][C:15]=4[CH:14]=3)=[CH:11][C:10]([CH:24]=[O:25])=[N:9]2)=[CH:4][CH:3]=1.[CH3:26][Mg]Br, predict the reaction product. The product is: [F:1][C:2]1[CH:7]=[CH:6][C:5]([N:8]2[C:12]([C:13]3[CH:23]=[CH:22][C:16]4[O:17][CH2:18][C:19](=[O:21])[NH:20][C:15]=4[CH:14]=3)=[CH:11][C:10]([CH:24]([OH:25])[CH3:26])=[N:9]2)=[CH:4][CH:3]=1. (6) Given the reactants [C:1]1([CH:7]([C:39]2[CH:44]=[CH:43][CH:42]=[CH:41][CH:40]=2)[N:8]2[CH2:12][CH2:11][C@@H:10]([N:13]([C:21]3[CH:26]=[CH:25][C:24](/[CH:27]=[CH:28]/[C:29](=[O:38])[NH:30][O:31]C4CCCCO4)=[CH:23][N:22]=3)C(=O)OC(C)(C)C)[CH2:9]2)[CH:6]=[CH:5][CH:4]=[CH:3][CH:2]=1.CO.[ClH:47], predict the reaction product. The product is: [ClH:47].[ClH:47].[C:39]1([CH:7]([C:1]2[CH:2]=[CH:3][CH:4]=[CH:5][CH:6]=2)[N:8]2[CH2:12][CH2:11][C@@H:10]([NH:13][C:21]3[N:22]=[CH:23][C:24](/[CH:27]=[CH:28]/[C:29]([NH:30][OH:31])=[O:38])=[CH:25][CH:26]=3)[CH2:9]2)[CH:40]=[CH:41][CH:42]=[CH:43][CH:44]=1. (7) Given the reactants [F:1][C:2]1[CH:8]=[C:7]([O:9][C:10]2[C:19]3[C:14](=[CH:15][C:16]([O:22][CH2:23][CH2:24][CH2:25][N:26]4[CH2:31][CH2:30][O:29][CH2:28][CH2:27]4)=[C:17]([O:20][CH3:21])[CH:18]=3)[N:13]=[CH:12][CH:11]=2)[CH:6]=[CH:5][C:3]=1[NH2:4].C(N(CC)CC)C.ClC(Cl)(O[C:43](=[O:49])OC(Cl)(Cl)Cl)Cl.[F:51][C:52]1[CH:53]=[C:54]([CH:59]([NH2:61])[CH3:60])[CH:55]=[CH:56][C:57]=1[F:58], predict the reaction product. The product is: [F:51][C:52]1[CH:53]=[C:54]([CH:59]([NH:61][C:43]([NH:4][C:3]2[CH:5]=[CH:6][C:7]([O:9][C:10]3[C:19]4[C:14](=[CH:15][C:16]([O:22][CH2:23][CH2:24][CH2:25][N:26]5[CH2:27][CH2:28][O:29][CH2:30][CH2:31]5)=[C:17]([O:20][CH3:21])[CH:18]=4)[N:13]=[CH:12][CH:11]=3)=[CH:8][C:2]=2[F:1])=[O:49])[CH3:60])[CH:55]=[CH:56][C:57]=1[F:58]. (8) Given the reactants [CH:1]1([CH2:4][NH2:5])[CH2:3][CH2:2]1.Br[C:7]1([CH2:18][C:19]2[CH:24]=[CH:23][CH:22]=[C:21]([Cl:25])[CH:20]=2)[C:15]2[C:10](=[CH:11][C:12]([Cl:16])=[CH:13][CH:14]=2)[NH:9][C:8]1=[O:17], predict the reaction product. The product is: [Cl:16][C:12]1[CH:11]=[C:10]2[C:15]([C:7]([CH2:18][C:19]3[CH:24]=[CH:23][CH:22]=[C:21]([Cl:25])[CH:20]=3)([NH:5][CH2:4][CH:1]3[CH2:3][CH2:2]3)[C:8](=[O:17])[NH:9]2)=[CH:14][CH:13]=1. (9) Given the reactants [NH:1]([C:3]([O:5][C:6]([CH3:9])([CH3:8])[CH3:7])=[O:4])[NH2:2].[C:10](Cl)(=[O:19])[O:11][CH2:12][C:13]1[CH:18]=[CH:17][CH:16]=[CH:15][CH:14]=1.C([O-])(O)=O.[Na+], predict the reaction product. The product is: [NH:2]([C:10]([O:11][CH2:12][C:13]1[CH:18]=[CH:17][CH:16]=[CH:15][CH:14]=1)=[O:19])[NH:1][C:3]([O:5][C:6]([CH3:9])([CH3:8])[CH3:7])=[O:4].